From a dataset of Reaction yield outcomes from USPTO patents with 853,638 reactions. Predict the reaction yield, written as a fraction of the theoretical maximum amount of product (1.0 means a 100% yield; for example, 0.34 means a 34% yield). (1) The reactants are [Cl:1][C:2]1[CH:3]=[CH:4][C:5]2[CH:6]=[C:7]3[CH2:14][NH:13][CH2:12][CH2:11][N:8]3[C:9]=2[CH:10]=1.C([BH3-])#N.[Na+].O.[OH-].[NH4+]. The catalyst is C(O)(=O)C. The product is [Cl:1][C:2]1[CH:3]=[CH:4][C:5]2[CH2:6][CH:7]3[CH2:14][NH:13][CH2:12][CH2:11][N:8]3[C:9]=2[CH:10]=1. The yield is 0.640. (2) The reactants are S(Cl)(Cl)=O.[NH2:5][C@@:6]1([C:26]([OH:28])=[O:27])[C@H:11]([O:12][CH2:13][C:14]2[CH:19]=[CH:18][C:17]([Cl:20])=[C:16]([Cl:21])[CH:15]=2)[CH2:10][C@@H:9]2[C@H:7]1[C@@:8]2([F:25])[C:22]([OH:24])=[O:23]. The catalyst is C(O)CCCC. The product is [CH2:8]([O:23][C:22]([C@:8]1([F:25])[C@@H:7]2[C@H:9]1[CH2:10][C@@H:11]([O:12][CH2:13][C:14]1[CH:19]=[CH:18][C:17]([Cl:20])=[C:16]([Cl:21])[CH:15]=1)[C@@:6]2([NH2:5])[C:26]([OH:28])=[O:27])=[O:24])[CH2:7][CH2:6][CH2:11][CH3:10]. The yield is 0.500.